From a dataset of Full USPTO retrosynthesis dataset with 1.9M reactions from patents (1976-2016). Predict the reactants needed to synthesize the given product. (1) Given the product [Cl:41][C:23]1[C:24]([NH:26][C:27]2[CH:32]=[CH:31][C:30]([N:33]3[CH2:34][CH2:35][O:36][CH2:37][CH2:38]3)=[CH:29][C:28]=2[O:39][CH3:40])=[N:25][C:20]([NH:1][C:2]2[CH:3]=[CH:4][C:5]3[C:11]([CH3:12])([CH3:13])[CH2:10][CH2:9][C:8](=[O:14])[N:7]([CH:15]([CH3:16])[CH3:17])[C:6]=3[CH:18]=2)=[N:21][CH:22]=1, predict the reactants needed to synthesize it. The reactants are: [NH2:1][C:2]1[CH:3]=[CH:4][C:5]2[C:11]([CH3:13])([CH3:12])[CH2:10][CH2:9][C:8](=[O:14])[N:7]([CH:15]([CH3:17])[CH3:16])[C:6]=2[CH:18]=1.Cl[C:20]1[N:25]=[C:24]([NH:26][C:27]2[CH:32]=[CH:31][C:30]([N:33]3[CH2:38][CH2:37][O:36][CH2:35][CH2:34]3)=[CH:29][C:28]=2[O:39][CH3:40])[C:23]([Cl:41])=[CH:22][N:21]=1. (2) Given the product [F:20][CH2:21][CH2:22][N:23]1[CH2:28][CH2:27][N:26]([C:2]2[CH:7]=[CH:6][N:5]3[CH:8]=[C:9]([C:11]4[CH:16]=[CH:15][C:14]([O:17][CH3:18])=[CH:13][CH:12]=4)[N:10]=[C:4]3[CH:3]=2)[CH2:25][CH2:24]1, predict the reactants needed to synthesize it. The reactants are: Br[C:2]1[CH:7]=[CH:6][N:5]2[CH:8]=[C:9]([C:11]3[CH:16]=[CH:15][C:14]([O:17][CH3:18])=[CH:13][CH:12]=3)[N:10]=[C:4]2[CH:3]=1.Cl.[F:20][CH2:21][CH2:22][N:23]1[CH2:28][CH2:27][NH:26][CH2:25][CH2:24]1. (3) Given the product [CH2:12]([N:19]1[CH2:24][CH2:23][CH2:22][CH2:21][CH2:20]1)[C:13]1[CH:18]=[CH:17][CH:16]=[CH:15][CH:14]=1, predict the reactants needed to synthesize it. The reactants are: BrC1SC=CC=1.C([Li])CCC.[CH2:12]([N:19]1[CH2:24][CH2:23][C:22](=O)[CH2:21][CH2:20]1)[C:13]1[CH:18]=[CH:17][CH:16]=[CH:15][CH:14]=1.